This data is from Peptide-MHC class I binding affinity with 185,985 pairs from IEDB/IMGT. The task is: Regression. Given a peptide amino acid sequence and an MHC pseudo amino acid sequence, predict their binding affinity value. This is MHC class I binding data. (1) The binding affinity (normalized) is 0.0847. The MHC is HLA-B51:01 with pseudo-sequence HLA-B51:01. The peptide sequence is MTVDEVEDY. (2) The peptide sequence is KYRLKHIVW. The MHC is HLA-B07:02 with pseudo-sequence HLA-B07:02. The binding affinity (normalized) is 0.110. (3) The peptide sequence is GYGATSSSL. The MHC is HLA-A02:06 with pseudo-sequence HLA-A02:06. The binding affinity (normalized) is 0. (4) The peptide sequence is KYTQLCQYL. The MHC is HLA-A30:02 with pseudo-sequence HLA-A30:02. The binding affinity (normalized) is 0.